From a dataset of Reaction yield outcomes from USPTO patents with 853,638 reactions. Predict the reaction yield, written as a fraction of the theoretical maximum amount of product (1.0 means a 100% yield; for example, 0.34 means a 34% yield). (1) No catalyst specified. The yield is 0.880. The product is [CH3:4][C:2]([O:5][C:6](=[O:27])[N:7]([CH2:8][CH2:9][NH:10][C:11]([C:13]1[NH:14][C:15]2[C:20]([CH:21]=1)=[CH:19][C:18]([N+:22]([O-:24])=[O:23])=[CH:17][CH:16]=2)=[O:12])[CH2:25][CH2:26][CH3:28])([CH3:1])[CH3:3]. The reactants are [CH3:1][C:2]([O:5][C:6](=[O:27])[N:7]([CH2:25][CH3:26])[CH2:8][CH2:9][NH:10][C:11]([C:13]1[NH:14][C:15]2[C:20]([CH:21]=1)=[CH:19][C:18]([N+:22]([O-:24])=[O:23])=[CH:17][CH:16]=2)=[O:12])([CH3:4])[CH3:3].[CH2:28](NCCNC(C1NC2C(C=1)=CC([N+]([O-])=O)=CC=2)=O)CC. (2) The reactants are [Br:1][C:2]1[CH:3]=[C:4]2[C:10]([C:11]3[NH:12][N:13]=[CH:14][CH:15]=3)=[CH:9][NH:8][C:5]2=[N:6][CH:7]=1.[OH-:16].C([N+]([CH2:30][CH2:31][CH2:32][CH3:33])(CCCC)CCCC)CCC.[OH-:34].[K+].[C:36]1([CH3:46])[CH:41]=[CH:40][C:39]([S:42](Cl)(=[O:44])=[O:43])=[CH:38][CH:37]=1. The catalyst is C1(C)C=CC=CC=1. The product is [Br:1][C:2]1[CH:3]=[C:4]2[C:10]([C:11]3[N:12]([S:42]([C:39]4[CH:40]=[CH:41][C:36]([CH3:46])=[CH:37][CH:38]=4)(=[O:44])=[O:43])[N:13]=[CH:14][CH:15]=3)=[CH:9][N:8]([S:42]([C:39]3[CH:30]=[CH:31][C:32]([CH3:33])=[CH:37][CH:38]=3)(=[O:34])=[O:16])[C:5]2=[N:6][CH:7]=1. The yield is 0.530. (3) The reactants are [Cl:1][C:2]1[CH:3]=[CH:4][C:5]([O:12][CH3:13])=[C:6]([S:8](Cl)(=[O:10])=[O:9])[CH:7]=1.[N:14]1[C:23]2[C:18](=[CH:19][CH:20]=[CH:21][CH:22]=2)[CH:17]=[C:16]([NH2:24])[CH:15]=1. The catalyst is CN(C1C=CN=CC=1)C.N1C=CC=CC=1. The product is [Cl:1][C:2]1[CH:3]=[CH:4][C:5]([O:12][CH3:13])=[C:6]([S:8]([NH:24][C:16]2[CH:15]=[N:14][C:23]3[C:18]([CH:17]=2)=[CH:19][CH:20]=[CH:21][CH:22]=3)(=[O:10])=[O:9])[CH:7]=1. The yield is 0.420. (4) The product is [NH2:1][C:4]1[CH:12]=[CH:11][CH:10]=[C:9]2[C:5]=1[CH2:6][N:7]([C:13](=[O:16])[CH:14]=[CH2:15])[CH2:8]2. The reactants are [N+:1]([C:4]1[CH:12]=[CH:11][CH:10]=[C:9]2[C:5]=1[CH2:6][N:7]([C:13](=[O:16])[CH:14]=[CH2:15])[CH2:8]2)([O-])=O.O.[Cl-].[NH4+]. The catalyst is CCO.[Fe]. The yield is 0.820.